This data is from Catalyst prediction with 721,799 reactions and 888 catalyst types from USPTO. The task is: Predict which catalyst facilitates the given reaction. (1) Reactant: CO[C:3]([CH:5]1[CH2:10][CH2:9][N:8]([C@H:11]2[CH2:17][CH2:16][CH2:15][N:14]([C:18]([O:20][C:21]([CH3:24])([CH3:23])[CH3:22])=[O:19])[CH2:13][CH2:12]2)[CH2:7][CH2:6]1)=[O:4].[CH2:25]([NH2:29])[CH:26]([CH3:28])[CH3:27].[CH3:30]N(C(ON1N=NC2C=CC=NC1=2)=[N+](C)C)C.F[P-](F)(F)(F)(F)F. Product: [CH3:27][CH:26]([CH3:28])[CH2:25][N:29]([CH3:30])[C:3]([CH:5]1[CH2:6][CH2:7][N:8]([C@H:11]2[CH2:17][CH2:16][CH2:15][N:14]([C:18]([O:20][C:21]([CH3:23])([CH3:22])[CH3:24])=[O:19])[CH2:13][CH2:12]2)[CH2:9][CH2:10]1)=[O:4]. The catalyst class is: 3. (2) Reactant: [C-:1]#[N:2].[K+].[Cl-:4].[NH4+:5].[S:6]1[CH2:11][CH2:10][C:9](=O)[CH2:8][CH2:7]1.[OH-].[Na+]. Product: [ClH:4].[NH2:5][C:9]1([C:1]#[N:2])[CH2:10][CH2:11][S:6][CH2:7][CH2:8]1. The catalyst class is: 72. (3) Reactant: [F:1][C:2]([F:31])([F:30])[C:3]1[CH:4]=[C:5]([C@H:13]2[O:17][C:16](=[O:18])[N:15]([CH2:19][C:20]3[CH:25]=[C:24]([S:26][CH3:27])[CH:23]=[CH:22][C:21]=3Br)[C@H:14]2[CH3:29])[CH:6]=[C:7]([C:9]([F:12])([F:11])[F:10])[CH:8]=1.[Cl:32][C:33]1[CH:38]=[C:37]([F:39])[C:36]([CH:40]([CH3:42])[CH3:41])=[CH:35][C:34]=1B(O)O.[OH-].[K+]. Product: [F:1][C:2]([F:31])([F:30])[C:3]1[CH:4]=[C:5]([C@H:13]2[O:17][C:16](=[O:18])[N:15]([CH2:19][C:20]3[CH:25]=[C:24]([S:26][CH3:27])[CH:23]=[CH:22][C:21]=3[C:34]3[CH:35]=[C:36]([CH:40]([CH3:42])[CH3:41])[C:37]([F:39])=[CH:38][C:33]=3[Cl:32])[C@H:14]2[CH3:29])[CH:6]=[C:7]([C:9]([F:12])([F:11])[F:10])[CH:8]=1. The catalyst class is: 873. (4) Reactant: Br[C:2]1[CH:3]=[C:4]2[N:10]=[C:9]([C:11]3[CH:16]=[CH:15][CH:14]=[CH:13][C:12]=3[S:17][CH2:18][CH3:19])[N:8]([CH3:20])[C:5]2=[N:6][CH:7]=1.O1CCOCC1.[F:27][C:28]1[CH:29]=[C:30](B(O)O)[CH:31]=[CH:32][CH:33]=1.C(=O)([O-])[O-].[Na+].[Na+]. The catalyst class is: 263. Product: [CH2:18]([S:17][C:12]1[CH:13]=[CH:14][CH:15]=[CH:16][C:11]=1[C:9]1[N:8]([CH3:20])[C:5]2=[N:6][CH:7]=[C:2]([C:32]3[CH:31]=[CH:30][CH:29]=[C:28]([F:27])[CH:33]=3)[CH:3]=[C:4]2[N:10]=1)[CH3:19].